This data is from Reaction yield outcomes from USPTO patents with 853,638 reactions. The task is: Predict the reaction yield, written as a fraction of the theoretical maximum amount of product (1.0 means a 100% yield; for example, 0.34 means a 34% yield). (1) The reactants are [C:1]([C:3]1[CH:8]=[CH:7][C:6]([N:9]2[C:13]([C:14](OCC)=[O:15])=[CH:12][N:11]=[N:10]2)=[CH:5][CH:4]=1)#[N:2].[Li+].[BH4-]. The catalyst is C1COCC1. The product is [OH:15][CH2:14][C:13]1[N:9]([C:6]2[CH:7]=[CH:8][C:3]([C:1]#[N:2])=[CH:4][CH:5]=2)[N:10]=[N:11][CH:12]=1. The yield is 0.370. (2) The reactants are [H-].[Na+].[Br:3][C:4]1[CH:5]=[C:6]2[C:10](=[CH:11][CH:12]=1)[NH:9][N:8]=[C:7]2[CH:13]=[O:14].[CH3:15][Si:16]([CH2:19][CH2:20][O:21][CH2:22]Cl)([CH3:18])[CH3:17]. The catalyst is CN(C=O)C. The product is [Br:3][C:4]1[CH:5]=[C:6]2[C:10](=[CH:11][CH:12]=1)[N:9]([CH2:22][O:21][CH2:20][CH2:19][Si:16]([CH3:18])([CH3:17])[CH3:15])[N:8]=[C:7]2[CH:13]=[O:14]. The yield is 1.00. (3) The yield is 0.720. The reactants are [Cl:1][C:2]1[C:3]([CH3:10])=[N+:4]([O-:9])[CH:5]=[C:6]([CH3:8])[CH:7]=1.[N+:11]([O-])([OH:13])=[O:12].C(=O)([O-])[O-].[NH4+].[NH4+]. The catalyst is S(=O)(=O)(O)O. The product is [Cl:1][C:2]1[C:3]([CH3:10])=[N+:4]([O-:9])[CH:5]=[C:6]([CH3:8])[C:7]=1[N+:11]([O-:13])=[O:12]. (4) The yield is 0.820. The reactants are [Cl-].[NH4+].[N+:3]([C:6]1[CH:7]=[CH:8][C:9]([C:12]2[CH:17]=[CH:16][CH:15]=[CH:14][CH:13]=2)=[N:10][CH:11]=1)([O-])=O.CO. The product is [C:12]1([C:9]2[N:10]=[CH:11][C:6]([NH2:3])=[CH:7][CH:8]=2)[CH:13]=[CH:14][CH:15]=[CH:16][CH:17]=1. The catalyst is O.C1COCC1.[Zn]. (5) The reactants are [CH2:1]([C:8]#[N:9])[C:2]1[CH:7]=[CH:6][CH:5]=[CH:4][CH:3]=1.[OH-:10].[Na+]. The catalyst is S(=O)(=O)(O)O. The product is [C:2]1([CH2:1][C:8]([NH2:9])=[O:10])[CH:7]=[CH:6][CH:5]=[CH:4][CH:3]=1. The yield is 0.780. (6) The reactants are [N:1]1([C:7]2[C:16]3[C:11](=[CH:12][C:13]([O:17][CH2:18][CH2:19][CH:20]4[CH2:25][CH2:24][CH2:23][CH2:22][NH:21]4)=[CH:14][CH:15]=3)[N:10]=[CH:9][N:8]=2)[CH2:6][CH2:5][NH:4][CH2:3][CH2:2]1.[C:26]([C:28]1[CH:33]=[CH:32][C:31]([N:34]=[C:35]=[O:36])=[CH:30][CH:29]=1)#[N:27]. The catalyst is CN(C=O)C. The product is [C:26]([C:28]1[CH:29]=[CH:30][C:31]([NH:34][C:35]([N:4]2[CH2:3][CH2:2][N:1]([C:7]3[C:16]4[C:11](=[CH:12][C:13]([O:17][CH2:18][CH2:19][CH:20]5[CH2:25][CH2:24][CH2:23][CH2:22][NH:21]5)=[CH:14][CH:15]=4)[N:10]=[CH:9][N:8]=3)[CH2:6][CH2:5]2)=[O:36])=[CH:32][CH:33]=1)#[N:27]. The yield is 0.500.